Task: Predict the reactants needed to synthesize the given product.. Dataset: Full USPTO retrosynthesis dataset with 1.9M reactions from patents (1976-2016) (1) Given the product [CH3:1][C:2]1[N:3]([C:20]([C:21]2[CH:26]=[CH:25][CH:24]=[CH:23][CH:22]=2)([C:27]2[CH:28]=[CH:29][CH:30]=[CH:31][CH:32]=2)[C:33]2[CH:38]=[CH:37][CH:36]=[CH:35][CH:34]=2)[CH:4]=[C:5]([C:40]2[S:41][CH:42]=[CH:43][C:44]=2[N+:45]([O-:47])=[O:46])[N:6]=1, predict the reactants needed to synthesize it. The reactants are: [CH3:1][C:2]1[N:3]([C:20]([C:33]2[CH:38]=[CH:37][CH:36]=[CH:35][CH:34]=2)([C:27]2[CH:32]=[CH:31][CH:30]=[CH:29][CH:28]=2)[C:21]2[CH:26]=[CH:25][CH:24]=[CH:23][CH:22]=2)[CH:4]=[C:5]([Sn](CCCC)(CCCC)CCCC)[N:6]=1.Cl[C:40]1[S:41][CH:42]=[CH:43][C:44]=1[N+:45]([O-:47])=[O:46]. (2) The reactants are: C([O:3][C:4]([CH:6]1[O:10][C:9]2[CH:11]=[CH:12][C:13]([CH2:15][CH:16]([N:18]([C:21]([O:23][C:24]([CH3:27])([CH3:26])[CH3:25])=[O:22])[CH2:19][CH3:20])[CH3:17])=[CH:14][C:8]=2[O:7]1)=O)C.[NH3:28]. Given the product [C:24]([O:23][C:21](=[O:22])[N:18]([CH:16]([CH3:17])[CH2:15][C:13]1[CH:12]=[CH:11][C:9]2[O:10][CH:6]([C:4](=[O:3])[NH2:28])[O:7][C:8]=2[CH:14]=1)[CH2:19][CH3:20])([CH3:27])([CH3:26])[CH3:25], predict the reactants needed to synthesize it. (3) Given the product [CH:25]1([C:22]2[N:23]=[CH:24][C:19]([O:1][CH:2]3[CH2:11][N:5]4[CH2:6][CH2:7][NH:8][C:9](=[O:10])[CH:4]4[CH2:3]3)=[N:20][CH:21]=2)[CH2:27][CH2:26]1, predict the reactants needed to synthesize it. The reactants are: [OH:1][C@H:2]1[CH2:11][N:5]2[CH2:6][CH2:7][NH:8][C:9](=[O:10])[C@@H:4]2[CH2:3]1.CC(C)([O-])C.[Na+].Br[C:19]1[CH:24]=[N:23][C:22]([CH:25]2[CH2:27][CH2:26]2)=[CH:21][N:20]=1.O. (4) Given the product [CH3:1][N:2]([C:9]1[CH:27]=[CH:26][CH:25]=[CH:24][CH:28]=1)[C:3]1[CH:8]=[CH:7][CH:6]=[CH:5][CH:4]=1, predict the reactants needed to synthesize it. The reactants are: [CH3:1][N:2]([CH3:9])[C:3]1[CH:8]=[CH:7][CH:6]=[CH:5][CH:4]=1.[F-].[CH2:24]([N+]([CH2:24][CH2:25][CH2:26][CH3:27])([CH2:24][CH2:25][CH2:26][CH3:27])[CH2:24][CH2:25][CH2:26][CH3:27])[CH2:25][CH2:26][CH3:27].[CH2:28]1COCC1. (5) Given the product [C:1]([O:5][C:6]([N:8]1[CH2:13][CH2:12][CH:11]([O:14][C:15]2[CH:20]=[CH:19][C:18]3[N:21]=[CH:40][N:24]([C:25]4[S:26][C:27]([C:37](=[O:39])[NH2:38])=[C:28]([C:30]5[CH:35]=[CH:34][CH:33]=[C:32]([Cl:36])[CH:31]=5)[N:29]=4)[C:17]=3[CH:16]=2)[CH2:10][CH2:9]1)=[O:7])([CH3:4])([CH3:3])[CH3:2], predict the reactants needed to synthesize it. The reactants are: [C:1]([O:5][C:6]([N:8]1[CH2:13][CH2:12][CH:11]([O:14][C:15]2[CH:20]=[CH:19][C:18]([N+:21]([O-])=O)=[C:17]([NH:24][C:25]3[S:26][C:27]([C:37](=[O:39])[NH2:38])=[C:28]([C:30]4[CH:35]=[CH:34][CH:33]=[C:32]([Cl:36])[CH:31]=4)[N:29]=3)[CH:16]=2)[CH2:10][CH2:9]1)=[O:7])([CH3:4])([CH3:3])[CH3:2].[CH:40](OCC)(OCC)OCC. (6) Given the product [CH2:1]([N:8]1[C:11]([C:13]2[CH:20]=[CH:19][C:16]([CH:17]=[O:18])=[CH:15][CH:14]=2)=[CH:12][N:10]=[N:9]1)[C:2]1[CH:7]=[CH:6][CH:5]=[CH:4][CH:3]=1, predict the reactants needed to synthesize it. The reactants are: [CH2:1]([N:8]=[N+:9]=[N-:10])[C:2]1[CH:7]=[CH:6][CH:5]=[CH:4][CH:3]=1.[C:11]([C:13]1[CH:20]=[CH:19][C:16]([CH:17]=[O:18])=[CH:15][CH:14]=1)#[CH:12]. (7) The reactants are: [N:1]1[CH:6]=[CH:5][C:4]([C:7]2[CH:13]=[CH:12][C:10]([NH2:11])=[CH:9][CH:8]=2)=[CH:3][CH:2]=1.[F:14][C:15]1[CH:28]=[CH:27][C:18]2[S:19][C:20]([S:23](Cl)(=[O:25])=[O:24])=[C:21]([CH3:22])[C:17]=2[CH:16]=1. Given the product [N:1]1[CH:6]=[CH:5][C:4]([C:7]2[CH:13]=[CH:12][C:10]([NH:11][S:23]([C:20]3[S:19][C:18]4[CH:27]=[CH:28][C:15]([F:14])=[CH:16][C:17]=4[C:21]=3[CH3:22])(=[O:25])=[O:24])=[CH:9][CH:8]=2)=[CH:3][CH:2]=1, predict the reactants needed to synthesize it. (8) Given the product [CH3:13][O:12][C:3]1[CH:4]=[C:5]([CH:8]=[C:9]([O:10][CH3:11])[C:2]=1[O:1][CH2:21][CH2:22][CH2:23][CH2:24][CH3:25])[CH:6]=[O:7], predict the reactants needed to synthesize it. The reactants are: [OH:1][C:2]1[C:9]([O:10][CH3:11])=[CH:8][C:5]([CH:6]=[O:7])=[CH:4][C:3]=1[O:12][CH3:13].C([O-])([O-])=O.[Cs+].[Cs+].Br[CH2:21][CH2:22][CH2:23][CH2:24][CH3:25]. (9) The reactants are: [S:1]1[CH:5]=[CH:4][CH:3]=[C:2]1[CH2:6][NH:7][C:8](=[O:19])OC1C=CC([N+]([O-])=O)=CC=1.[CH3:20][N:21]([CH2:23][C:24]([O:26][CH2:27][CH3:28])=[O:25])[NH2:22].C(N(CC)CC)C. Given the product [CH3:20][N:21]([CH2:23][C:24]([O:26][CH2:27][CH3:28])=[O:25])[NH:22][C:8](=[O:19])[NH:7][CH2:6][C:2]1[S:1][CH:5]=[CH:4][CH:3]=1, predict the reactants needed to synthesize it. (10) Given the product [CH3:22][O:19][C:18]([C:11]1[CH:10]=[C:9]([C:4]2[CH:5]=[CH:6][CH:7]=[CH:8][C:3]=2[O:2][CH3:1])[CH:14]=[C:13]([N+:15]([O-:17])=[O:16])[CH:12]=1)=[O:20], predict the reactants needed to synthesize it. The reactants are: [CH3:1][O:2][C:3]1[CH:8]=[CH:7][CH:6]=[CH:5][C:4]=1[C:9]1[CH:14]=[C:13]([N+:15]([O-:17])=[O:16])[CH:12]=[C:11]([C:18]([OH:20])=[O:19])[CH:10]=1.Cl.[CH3:22]O.